This data is from Forward reaction prediction with 1.9M reactions from USPTO patents (1976-2016). The task is: Predict the product of the given reaction. (1) Given the reactants [CH3:1][O:2][C:3]([C:5]1[CH:10]=[CH:9][C:8](B(O)O)=[CH:7][CH:6]=1)=[O:4].C(=O)([O-])[O-].[K+].[K+].[NH2:20][C:21]1[CH:30]=[CH:29][C:28]([C:31]([C:33]2[N:37]3[CH:38]=[CH:39][CH:40]=[CH:41][C:36]3=[C:35](Br)[N:34]=2)=[O:32])=[CH:27][C:22]=1[C:23]([O:25][CH3:26])=[O:24].Cl.CI.C(=O)([O-])[O-].[Cs+].[Cs+], predict the reaction product. The product is: [NH2:20][C:21]1[CH:30]=[CH:29][C:28]([C:31]([C:33]2[N:37]3[CH:38]=[CH:39][CH:40]=[CH:41][C:36]3=[C:35]([C:7]3[CH:8]=[CH:9][CH:10]=[C:5]([C:3]([O:2][CH3:1])=[O:4])[CH:6]=3)[N:34]=2)=[O:32])=[CH:27][C:22]=1[C:23]([O:25][CH3:26])=[O:24]. (2) Given the reactants [CH3:1][O:2][C:3]1[C:12]([O:13][CH3:14])=[C:11]2[C:6]([N:7]=[CH:8][C:9](=O)[NH:10]2)=[CH:5][CH:4]=1.P(Cl)(Cl)([Cl:18])=O.CCCCCC, predict the reaction product. The product is: [Cl:18][C:9]1[CH:8]=[N:7][C:6]2[C:11](=[C:12]([O:13][CH3:14])[C:3]([O:2][CH3:1])=[CH:4][CH:5]=2)[N:10]=1. (3) Given the reactants [CH3:1][O:2][C:3]1[C:4]([N+:11]([O-:13])=[O:12])=[CH:5][C:6]([CH:9]=[O:10])=[N:7][CH:8]=1.Cl([O-])=[O:15].[Na+].S(=O)(=O)(O)N.CCOC(C)=O, predict the reaction product. The product is: [CH3:1][O:2][C:3]1[C:4]([N+:11]([O-:13])=[O:12])=[CH:5][C:6]([C:9]([OH:15])=[O:10])=[N:7][CH:8]=1. (4) Given the reactants [I:1][C:2]1[C:10]2[C:5](=[CH:6][CH:7]=[CH:8][CH:9]=2)[NH:4][N:3]=1.[CH3:11]C(C)([O-])C.[K+].CI, predict the reaction product. The product is: [I:1][C:2]1[C:10]2[C:5](=[CH:6][CH:7]=[CH:8][CH:9]=2)[N:4]([CH3:11])[N:3]=1. (5) The product is: [O:18]1[C:14]2[CH:13]=[C:12]([NH:8][CH2:7][CH2:6][C:5]3[CH:9]=[CH:10][C:2]([F:1])=[CH:3][CH:4]=3)[CH:20]=[CH:19][C:15]=2[CH2:16][CH2:17]1. Given the reactants [F:1][C:2]1[CH:10]=[CH:9][C:5]([CH2:6][CH2:7][NH2:8])=[CH:4][CH:3]=1.Br[C:12]1[CH:20]=[CH:19][C:15]2[CH2:16][CH2:17][O:18][C:14]=2[CH:13]=1, predict the reaction product. (6) Given the reactants CS(C)=O.C(Cl)(=O)C(Cl)=O.[Cl:11][C:12]1[CH:29]=[C:28]([Cl:30])[CH:27]=[CH:26][C:13]=1[CH2:14][N:15]1[C:19]([CH2:20][OH:21])=[CH:18][C:17]([O:22][CH:23]([CH3:25])[CH3:24])=[N:16]1.Cl, predict the reaction product. The product is: [Cl:11][C:12]1[CH:29]=[C:28]([Cl:30])[CH:27]=[CH:26][C:13]=1[CH2:14][N:15]1[C:19]([CH:20]=[O:21])=[CH:18][C:17]([O:22][CH:23]([CH3:25])[CH3:24])=[N:16]1. (7) Given the reactants [CH3:1][S:2]([C:5]1[CH:10]=[CH:9][C:8](F)=[CH:7][CH:6]=1)(=[O:4])=[O:3].[CH3:12][N:13]1[CH:17]=[CH:16][C:15]([NH:18][C:19]([C:21]2[CH:32]=[C:31]([OH:33])[C:24]3[CH2:25][CH:26]([CH:28]([F:30])[F:29])[O:27][C:23]=3[CH:22]=2)=[O:20])=[N:14]1, predict the reaction product. The product is: [CH3:12][N:13]1[CH:17]=[CH:16][C:15]([NH:18][C:19]([C:21]2[CH:32]=[C:31]([O:33][C:8]3[CH:9]=[CH:10][C:5]([S:2]([CH3:1])(=[O:4])=[O:3])=[CH:6][CH:7]=3)[C:24]3[CH2:25][CH:26]([CH:28]([F:30])[F:29])[O:27][C:23]=3[CH:22]=2)=[O:20])=[N:14]1. (8) Given the reactants [F-].[Cs+].C(OC([N:10]1[C:19]2[C:14](=[CH:15][CH:16]=[C:17]([CH2:20][CH2:21][O:22][C:23]3[CH:24]=[C:25]4[C:29](=[CH:30][CH:31]=3)[NH:28][CH:27]=[CH:26]4)[N:18]=2)[CH2:13][CH2:12][CH2:11]1)=O)(C)(C)C.[C:32]1([C:38]#[C:39][C:40]([O:42]CC)=[O:41])[CH:37]=[CH:36][CH:35]=[CH:34][CH:33]=1, predict the reaction product. The product is: [C:32]1([CH:38]([N:28]2[C:29]3[C:25](=[CH:24][C:23]([O:22][CH2:21][CH2:20][C:17]4[CH:16]=[CH:15][C:14]5[CH2:13][CH2:12][CH2:11][NH:10][C:19]=5[N:18]=4)=[CH:31][CH:30]=3)[CH:26]=[CH:27]2)[CH2:39][C:40]([OH:42])=[O:41])[CH:33]=[CH:34][CH:35]=[CH:36][CH:37]=1. (9) Given the reactants [CH3:1][O:2][C:3]1[CH:25]=[C:24]([O:26][CH3:27])[CH:23]=[CH:22][C:4]=1[C:5]([N:7]1[CH2:21][CH2:20][C:10]2([NH:14][C:13](=[O:15])[C@H:12]([CH2:16][CH2:17][S:18][CH3:19])[NH:11]2)[CH2:9][CH2:8]1)=[O:6].[H-].[Na+].F[C:31]1[CH:38]=[CH:37][C:34]([CH2:35]Cl)=[CH:33][CH:32]=1.[NH4+].[Cl-], predict the reaction product. The product is: [CH2:35]([N:14]1[C:10]2([CH2:20][CH2:21][N:7]([C:5](=[O:6])[C:4]3[CH:22]=[CH:23][C:24]([O:26][CH3:27])=[CH:25][C:3]=3[O:2][CH3:1])[CH2:8][CH2:9]2)[NH:11][C@@H:12]([CH2:16][CH2:17][S:18][CH3:19])[C:13]1=[O:15])[C:34]1[CH:37]=[CH:38][CH:31]=[CH:32][CH:33]=1.